Dataset: Choline transporter screen with 302,306 compounds. Task: Binary Classification. Given a drug SMILES string, predict its activity (active/inactive) in a high-throughput screening assay against a specified biological target. (1) The molecule is O=C1N(C(=O)N(C1C)c1ccc(cc1)C)CC(=O)Nc1cc(c(cc1)C)C. The result is 0 (inactive). (2) The molecule is O=C(NC1C(CCCC1)C)COC(=O)c1ncccc1. The result is 0 (inactive). (3) The molecule is O=C(N(Cc1ccc(cc1)C)CC(=O)NCCc1ccccc1)CCCC(=O)Nc1noc(c1)C. The result is 0 (inactive). (4) The molecule is O=C/1CC(CC(=O)C1=C(/N)Cc1cc(OCC)c(OCC)cc1)(C)C. The result is 0 (inactive). (5) The molecule is FC(OC(F)(F)F)c1[nH]c2c(n1)ccc(c2)C. The result is 0 (inactive). (6) The drug is Brc1sc(S(=O)(=O)NCC2CCC(CC2)C(=O)NC2CCCCCC2)cc1. The result is 0 (inactive). (7) The molecule is o\1[nH]c(cc1=C1\N=C(C=C1)C(OCC)=O)C. The result is 0 (inactive). (8) The drug is S=C(N1CCOCC1)Cc1ccc(cc1)c1ccccc1. The result is 0 (inactive).